Predict the reactants needed to synthesize the given product. From a dataset of Retrosynthesis with 50K atom-mapped reactions and 10 reaction types from USPTO. Given the product CON(C)C(=O)[C@H]1CCN(C(=O)OC(C)(C)C)C1, predict the reactants needed to synthesize it. The reactants are: CC(C)(C)OC(=O)N1CC[C@H](C(=O)O)C1.CNOC.